Regression. Given a peptide amino acid sequence and an MHC pseudo amino acid sequence, predict their binding affinity value. This is MHC class I binding data. From a dataset of Peptide-MHC class I binding affinity with 185,985 pairs from IEDB/IMGT. (1) The peptide sequence is RPATTRGVE. The MHC is HLA-B07:02 with pseudo-sequence HLA-B07:02. The binding affinity (normalized) is 0.453. (2) The peptide sequence is EVFFGLSRY. The MHC is HLA-B15:42 with pseudo-sequence HLA-B15:42. The binding affinity (normalized) is 0.213. (3) The peptide sequence is TSISGVLWTV. The MHC is HLA-A68:02 with pseudo-sequence HLA-A68:02. The binding affinity (normalized) is 0.927.